Dataset: Forward reaction prediction with 1.9M reactions from USPTO patents (1976-2016). Task: Predict the product of the given reaction. (1) Given the reactants [F:1][C:2]1[CH:28]=[CH:27][C:5]2[N:6]=[C:7]([N:20]3[CH2:25][CH2:24][N:23]([CH3:26])[CH2:22][CH2:21]3)[C:8]3[C:13]4[CH:14]=[CH:15][C:16]([O:18]C)=[CH:17][C:12]=4[S:11][C:9]=3[NH:10][C:4]=2[CH:3]=1.C(S)(S)C.[Cl-].[Al+3].[Cl-].[Cl-].[OH-].[Na+], predict the reaction product. The product is: [F:1][C:2]1[CH:28]=[CH:27][C:5]2[N:6]=[C:7]([N:20]3[CH2:21][CH2:22][N:23]([CH3:26])[CH2:24][CH2:25]3)[C:8]3[C:13]4[CH:14]=[CH:15][C:16]([OH:18])=[CH:17][C:12]=4[S:11][C:9]=3[NH:10][C:4]=2[CH:3]=1. (2) Given the reactants C1(P(C2C=CC=CC=2)(C2C=CC=CC=2)=[CH:8][C:9]([O:11][CH2:12][CH3:13])=[O:10])C=CC=CC=1.[CH:26]1([CH:30]=O)[CH2:29][CH2:28][CH2:27]1, predict the reaction product. The product is: [CH:26]1(/[CH:30]=[CH:8]/[C:9]([O:11][CH2:12][CH3:13])=[O:10])[CH2:27][CH2:28][CH2:29]1. (3) Given the reactants C(O[Si](OCC)(OCC)[C:5]1[CH:10]=[CH:9][C:8]([C:11]2[CH:16]=[CH:15][C:14]([Si](OCC)(OCC)OCC)=[CH:13][CH:12]=2)=[CH:7][CH:6]=1)C.Cl, predict the reaction product. The product is: [C:8]1([C:11]2[CH:12]=[CH:13][CH:14]=[CH:15][CH:16]=2)[CH:9]=[CH:10][CH:5]=[CH:6][CH:7]=1.